Dataset: Full USPTO retrosynthesis dataset with 1.9M reactions from patents (1976-2016). Task: Predict the reactants needed to synthesize the given product. (1) Given the product [Cl:11][C:12]1[N:17]2[N:18]=[C:19]([C:21]([O:23][CH2:24][CH3:25])=[O:22])[CH:20]=[C:16]2[N:15]=[C:14]([CH3:26])[C:13]=1[CH:27]([OH:41])[C:28]([O:30][CH2:31][CH3:32])=[O:29], predict the reactants needed to synthesize it. The reactants are: C[Si]([N-][Si](C)(C)C)(C)C.[K+].[Cl:11][C:12]1[N:17]2[N:18]=[C:19]([C:21]([O:23][CH2:24][CH3:25])=[O:22])[CH:20]=[C:16]2[N:15]=[C:14]([CH3:26])[C:13]=1[CH2:27][C:28]([O:30][CH2:31][CH3:32])=[O:29].C1(C2[O:41]N2S(C2C=CC=CC=2)(=O)=O)C=CC=CC=1. (2) Given the product [ClH:13].[ClH:13].[F:15][C:16]1[CH:21]=[CH:20][C:19]([C:22]2[C:23]([N:28]3[CH2:29][CH2:30][N:31]([CH2:7][C:5]4[C:4]([C:9]([F:12])([F:11])[F:10])=[N:3][N:2]([CH3:1])[CH:6]=4)[CH2:32][CH2:33]3)=[N:24][CH:25]=[CH:26][N:27]=2)=[CH:18][CH:17]=1, predict the reactants needed to synthesize it. The reactants are: [CH3:1][N:2]1[CH:6]=[C:5]([CH:7]=O)[C:4]([C:9]([F:12])([F:11])[F:10])=[N:3]1.[ClH:13].Cl.[F:15][C:16]1[CH:21]=[CH:20][C:19]([C:22]2[C:23]([N:28]3[CH2:33][CH2:32][NH:31][CH2:30][CH2:29]3)=[N:24][CH:25]=[CH:26][N:27]=2)=[CH:18][CH:17]=1.C(N(CC)CC)C.C(O)(=O)C.C(O[BH-](OC(=O)C)OC(=O)C)(=O)C.[Na+]. (3) Given the product [C:30]([O:14][CH:8]([C:3]1[S:4][C:5]([Br:7])=[CH:6][C:2]=1[Br:1])[C:9]([O:11][CH2:12][CH3:13])=[O:10])([CH3:33])([CH3:32])[CH3:31], predict the reactants needed to synthesize it. The reactants are: [Br:1][C:2]1[CH:6]=[C:5]([Br:7])[S:4][C:3]=1[CH:8]([OH:14])[C:9]([O:11][CH2:12][CH3:13])=[O:10].Cl(O)(=O)(=O)=O.C(=O)([O-])[O-].[K+].[K+].C(O[C:30]([CH3:33])([CH3:32])[CH3:31])(=O)C. (4) Given the product [OH:11][C:6]1[C:7]([CH:9]=[O:10])=[CH:8][C:3]([O:2][CH3:1])=[N:4][CH:5]=1, predict the reactants needed to synthesize it. The reactants are: [CH3:1][O:2][C:3]1[CH:8]=[C:7]([CH:9]=[O:10])[C:6]([O:11]COC)=[CH:5][N:4]=1.Cl.C([O-])([O-])=O.[K+].[K+].